This data is from Reaction yield outcomes from USPTO patents with 853,638 reactions. The task is: Predict the reaction yield, written as a fraction of the theoretical maximum amount of product (1.0 means a 100% yield; for example, 0.34 means a 34% yield). (1) The reactants are Br[C:2]1[S:6][C:5]([NH:7][C:8]([NH:10][C:11]2[CH:16]=[CH:15][C:14]([CH3:17])=[CH:13][C:12]=2[C:18]([CH:20]2[CH2:24][CH2:23][CH2:22][CH2:21]2)=[O:19])=[O:9])=[N:4][CH:3]=1.[SH:25][CH2:26][CH2:27][NH:28][C:29](=[O:31])[CH3:30]. No catalyst specified. The product is [CH:20]1([C:18]([C:12]2[CH:13]=[C:14]([CH3:17])[CH:15]=[CH:16][C:11]=2[NH:10][C:8](=[O:9])[NH:7][C:5]2[S:6][C:2]([S:25][CH2:26][CH2:27][NH:28][C:29](=[O:31])[CH3:30])=[CH:3][N:4]=2)=[O:19])[CH2:24][CH2:23][CH2:22][CH2:21]1. The yield is 0.350. (2) The reactants are CC1C=CC=CC=1P(C1C=CC=CC=1C)C1C=CC=CC=1C.CC(C)([O-])C.[Na+].Br[C:30]1[CH:35]=[CH:34][C:33]([F:36])=[CH:32][C:31]=1[CH3:37].[N:38]1([C:44]([O:46][C:47]([CH3:50])([CH3:49])[CH3:48])=[O:45])[CH2:43][CH2:42][NH:41][CH2:40][CH2:39]1. The catalyst is C1(C)C=CC=CC=1.[Pd].C(=CC(C=CC1C=CC=CC=1)=O)C1C=CC=CC=1.C(=CC(C=CC1C=CC=CC=1)=O)C1C=CC=CC=1. The product is [F:36][C:33]1[CH:34]=[CH:35][C:30]([N:41]2[CH2:40][CH2:39][N:38]([C:44]([O:46][C:47]([CH3:50])([CH3:49])[CH3:48])=[O:45])[CH2:43][CH2:42]2)=[C:31]([CH3:37])[CH:32]=1. The yield is 0.340. (3) The reactants are [Cl:1][C:2]1[N:3]=[C:4]([C:9]([NH:11][C@H:12]2[CH2:17][CH2:16][N:15]([C:18]3[S:19][C:20]([C:26]([O:28][CH2:29][CH3:30])=[O:27])=[C:21]([C:23]([OH:25])=O)[N:22]=3)[CH2:14][C@H:13]2[O:31][CH2:32][CH2:33][CH3:34])=[O:10])[NH:5][C:6]=1[CH2:7][CH3:8].[CH3:35][O:36][CH2:37][CH2:38][NH2:39].CCN=C=NCCCN(C)C.Cl.C1C=CC2N(O)N=NC=2C=1. No catalyst specified. The product is [Cl:1][C:2]1[N:3]=[C:4]([C:9]([NH:11][C@H:12]2[CH2:17][CH2:16][N:15]([C:18]3[S:19][C:20]([C:26]([O:28][CH2:29][CH3:30])=[O:27])=[C:21]([C:23](=[O:25])[NH:39][CH2:38][CH2:37][O:36][CH3:35])[N:22]=3)[CH2:14][C@H:13]2[O:31][CH2:32][CH2:33][CH3:34])=[O:10])[NH:5][C:6]=1[CH2:7][CH3:8]. The yield is 0.630. (4) The product is [NH2:27][C:24]1[CH:25]=[C:26]2[C:21](=[CH:22][C:23]=1[NH:30][CH2:31][CH3:32])[N:20]=[CH:19][N:18]=[C:17]2[N:14]1[CH2:15][CH2:16][N:11]([C:9](=[S:10])[NH:8][CH2:1][C:2]2[CH:7]=[CH:6][CH:5]=[CH:4][CH:3]=2)[CH2:12][CH2:13]1. The catalyst is C(O)C.O.[Fe]. The reactants are [CH2:1]([NH:8][C:9]([N:11]1[CH2:16][CH2:15][N:14]([C:17]2[C:26]3[C:21](=[CH:22][C:23]([NH:30][CH2:31][CH3:32])=[C:24]([N+:27]([O-])=O)[CH:25]=3)[N:20]=[CH:19][N:18]=2)[CH2:13][CH2:12]1)=[S:10])[C:2]1[CH:7]=[CH:6][CH:5]=[CH:4][CH:3]=1. The yield is 0.920. (5) The reactants are [Cl:1][C:2]1[N:3]=[CH:4][C:5]([C:8]([O:10]C)=[O:9])=[N:6][CH:7]=1.O.[OH-].[Li+].Cl. The catalyst is C1COCC1.O. The product is [Cl:1][C:2]1[N:3]=[CH:4][C:5]([C:8]([OH:10])=[O:9])=[N:6][CH:7]=1. The yield is 0.810. (6) The reactants are C(OC([NH:11][CH2:12][CH2:13][CH2:14][CH2:15][CH2:16][C:17]1[NH:26][C:25](=[O:27])[C:24]2[C:19](=[CH:20][CH:21]=[CH:22][CH:23]=2)[N:18]=1)=O)C1C=CC=CC=1.[H][H]. The catalyst is C1COCC1.CO.[Pd]. The product is [NH2:11][CH2:12][CH2:13][CH2:14][CH2:15][CH2:16][C:17]1[NH:26][C:25](=[O:27])[C:24]2[C:19](=[CH:20][CH:21]=[CH:22][CH:23]=2)[N:18]=1. The yield is 0.430. (7) The reactants are Cl.[CH3:2][N:3]([CH3:29])[C:4]1([CH2:22][C:23]2[CH:28]=[CH:27][CH:26]=[CH:25][CH:24]=2)[CH2:9][CH2:8][C:7]([C:10]2[NH:11][C:12]3[C:17]([C:18]=2[CH:19]2[CH2:21][CH2:20]2)=[CH:16][CH:15]=[CH:14][CH:13]=3)=[CH:6][CH2:5]1. The catalyst is CO.[Pd]. The product is [CH2:22]([C:4]1([N:3]([CH3:2])[CH3:29])[CH2:5][CH2:6][CH:7]([C:10]2[NH:11][C:12]3[C:17]([C:18]=2[CH:19]2[CH2:21][CH2:20]2)=[CH:16][CH:15]=[CH:14][CH:13]=3)[CH2:8][CH2:9]1)[C:23]1[CH:24]=[CH:25][CH:26]=[CH:27][CH:28]=1. The yield is 0.500. (8) The reactants are [CH3:1][C:2]([C:13]1[CH:18]=[CH:17][C:16]([N+:19]([O-])=O)=[CH:15][CH:14]=1)([CH3:12])[CH2:3][NH:4][C:5](=[O:11])[O:6][C:7]([CH3:10])([CH3:9])[CH3:8].C([O-])=O.[NH4+]. The catalyst is CCO.[Pd]. The product is [CH3:12][C:2]([C:13]1[CH:18]=[CH:17][C:16]([NH2:19])=[CH:15][CH:14]=1)([CH3:1])[CH2:3][NH:4][C:5](=[O:11])[O:6][C:7]([CH3:8])([CH3:9])[CH3:10]. The yield is 0.830. (9) The reactants are [N+:1]([C:4]1[CH:9]=[CH:8][C:7]([OH:10])=[CH:6][CH:5]=1)([O-:3])=[O:2].Cl[CH2:12][C:13]1[O:17][N:16]=[C:15]([C:18]2[CH:23]=[CH:22][CH:21]=[CH:20][CH:19]=2)[N:14]=1.C([O-])([O-])=O.[K+].[K+]. The catalyst is CC(C)=O. The product is [N+:1]([C:4]1[CH:9]=[CH:8][C:7]([O:10][CH2:12][C:13]2[O:17][N:16]=[C:15]([C:18]3[CH:19]=[CH:20][CH:21]=[CH:22][CH:23]=3)[N:14]=2)=[CH:6][CH:5]=1)([O-:3])=[O:2]. The yield is 0.920.